Dataset: Full USPTO retrosynthesis dataset with 1.9M reactions from patents (1976-2016). Task: Predict the reactants needed to synthesize the given product. Given the product [CH3:65][O:64][C:63](=[O:66])[NH:62][C@@H:59]1[CH:60]2[C:49](=[O:48])[CH2:50][C@H:51]([C:67]3[NH:68][C:69]([C:72]4[CH:73]=[CH:74][C:75]([C:78]5[CH:87]=[N:86][C:85]6[C:80](=[CH:81][CH:82]=[C:83]([C:88]7[NH:92][C:91]([C@@H:93]8[CH2:97][CH2:96][CH2:95][N:94]8[C:7](=[O:9])[C@@H:6]([NH:5][C:3]([O:2][CH3:1])=[O:4])[C@@H:10]([CH3:13])[CH2:11][CH3:12])=[N:90][CH:89]=7)[CH:84]=6)[N:79]=5)=[CH:76][CH:77]=4)=[CH:70][N:71]=3)[CH2:52][N:53]3[C:61]2=[C:56]([CH:55]=[CH:54]3)[CH2:57][CH2:58]1, predict the reactants needed to synthesize it. The reactants are: [CH3:1][O:2][C:3]([NH:5][C@@H:6]([C@@H:10]([CH3:13])[CH2:11][CH3:12])[C:7]([OH:9])=O)=[O:4].CN(C(ON1N=NC2C=CC=NC1=2)=[N+](C)C)C.F[P-](F)(F)(F)(F)F.CCN(C(C)C)C(C)C.Cl.[O:48]=[C:49]1[CH:60]2[C:61]3[N:53]([CH:54]=[CH:55][C:56]=3[CH2:57][CH2:58][C@@H:59]2[NH:62][C:63](=[O:66])[O:64][CH3:65])[CH2:52][C@@H:51]([C:67]2[NH:68][C:69]([C:72]3[CH:77]=[CH:76][C:75]([C:78]4[CH:87]=[N:86][C:85]5[C:80](=[CH:81][CH:82]=[C:83]([C:88]6[NH:92][C:91]([C@@H:93]7[CH2:97][CH2:96][CH2:95][NH:94]7)=[N:90][CH:89]=6)[CH:84]=5)[N:79]=4)=[CH:74][CH:73]=3)=[CH:70][N:71]=2)[CH2:50]1.